Dataset: Forward reaction prediction with 1.9M reactions from USPTO patents (1976-2016). Task: Predict the product of the given reaction. (1) Given the reactants [O:1]=[C:2]1[NH:11][C:10]2[CH:12]=[CH:13][C:14]([C:16]([O:18][CH2:19][CH3:20])=[O:17])=[CH:15][C:9]=2[C:8]2[NH:7][CH2:6][CH2:5][CH2:4][C:3]1=2.O1CCOCC1.[ClH:27], predict the reaction product. The product is: [ClH:27].[O:1]=[C:2]1[NH:11][C:10]2[CH:12]=[CH:13][C:14]([C:16]([O:18][CH2:19][CH3:20])=[O:17])=[CH:15][C:9]=2[C:8]2[NH:7][CH2:6][CH2:5][CH2:4][C:3]1=2. (2) Given the reactants [Cl:1][C:2]1[N:7]=[C:6]([CH3:8])[C:5]2[C:9]([I:31])=[N:10][N:11]([C:12]([C:25]3[CH:30]=[CH:29][CH:28]=[CH:27][CH:26]=3)([C:19]3[CH:24]=[CH:23][CH:22]=[CH:21][CH:20]=3)[C:13]3[CH:18]=[CH:17][CH:16]=[CH:15][CH:14]=3)[C:4]=2[CH:3]=1.CO[C:34](OC)([N:36]([CH3:38])C)[CH3:35].CO[C:43]1[CH:50]=[CH:49][C:46](CN)=[CH:45][CH:44]=1.C(O[BH-](OC(=O)C)OC(=O)C)(=O)C.[Na+], predict the reaction product. The product is: [CH2:38]([NH:36][CH:34]([CH3:35])[CH2:8][C:6]1[C:5]2[C:9]([I:31])=[N:10][N:11]([C:12]([C:13]3[CH:18]=[CH:17][CH:16]=[CH:15][CH:14]=3)([C:19]3[CH:20]=[CH:21][CH:22]=[CH:23][CH:24]=3)[C:25]3[CH:26]=[CH:27][CH:28]=[CH:29][CH:30]=3)[C:4]=2[CH:3]=[C:2]([Cl:1])[N:7]=1)[C:43]1[CH:50]=[CH:49][CH:46]=[CH:45][CH:44]=1.